Predict the product of the given reaction. From a dataset of Forward reaction prediction with 1.9M reactions from USPTO patents (1976-2016). (1) Given the reactants [C:1]([O:5][C:6]([N:8]1[CH2:12][C@@:11]([CH2:14][N:15]=[N+:16]=[N-:17])(O)[CH2:10][C@H:9]1[C:18](=[O:29])[NH:19][CH2:20][C:21]1[CH:26]=[CH:25][CH:24]=[C:23]([Cl:27])[C:22]=1[F:28])=[O:7])([CH3:4])([CH3:3])[CH3:2].CCN(S(F)(F)[F:36])CC.C([O-])(O)=O.[Na+], predict the reaction product. The product is: [C:1]([O:5][C:6]([N:8]1[CH2:12][C@:11]([CH2:14][N:15]=[N+:16]=[N-:17])([F:36])[CH2:10][C@H:9]1[C:18](=[O:29])[NH:19][CH2:20][C:21]1[CH:26]=[CH:25][CH:24]=[C:23]([Cl:27])[C:22]=1[F:28])=[O:7])([CH3:4])([CH3:3])[CH3:2]. (2) Given the reactants [NH2:1][C@@H:2]1[CH2:5][C@H:4]([N:6]2[C:10]3=[N:11][CH:12]=[CH:13][N:14]=[C:9]3[C:8]([CH3:16])([CH3:15])[C:7]2=[O:17])[CH2:3]1.[NH:18]1[C:22]2[CH:23]=[CH:24][CH:25]=[CH:26][C:21]=2[N:20]=[C:19]1[C:27](O)=[O:28].CN(C(ON1N=NC2C=CC=NC1=2)=[N+](C)C)C.F[P-](F)(F)(F)(F)F.C(N(CC)CC)C, predict the reaction product. The product is: [CH3:16][C:8]1([CH3:15])[C:9]2[C:10](=[N:11][CH:12]=[CH:13][N:14]=2)[N:6]([C@@H:4]2[CH2:5][C@H:2]([NH:1][C:27]([C:19]3[NH:18][C:22]4[CH:23]=[CH:24][CH:25]=[CH:26][C:21]=4[N:20]=3)=[O:28])[CH2:3]2)[C:7]1=[O:17]. (3) The product is: [CH3:38][O:37][C:30]1[CH:31]=[C:32]([O:35][CH3:36])[CH:33]=[CH:34][C:29]=1[CH2:28][N:27]([CH2:39][C:40]1[CH:45]=[CH:44][C:43]([O:46][CH3:47])=[CH:42][C:41]=1[O:48][CH3:49])[C:25]([C:22]1[N:23]=[CH:24][C:19]([O:12][C:9]2[C:10]3[C:5]([CH:6]=[C:7]([C:13]([O:15][CH2:16][CH3:17])=[O:14])[CH:8]=2)=[N:4][N:3]([CH2:1][CH3:2])[CH:11]=3)=[N:20][CH:21]=1)=[O:26]. Given the reactants [CH2:1]([N:3]1[CH:11]=[C:10]2[C:5]([CH:6]=[C:7]([C:13]([O:15][CH2:16][CH3:17])=[O:14])[CH:8]=[C:9]2[OH:12])=[N:4]1)[CH3:2].Cl[C:19]1[N:20]=[CH:21][C:22]([C:25]([N:27]([CH2:39][C:40]2[CH:45]=[CH:44][C:43]([O:46][CH3:47])=[CH:42][C:41]=2[O:48][CH3:49])[CH2:28][C:29]2[CH:34]=[CH:33][C:32]([O:35][CH3:36])=[CH:31][C:30]=2[O:37][CH3:38])=[O:26])=[N:23][CH:24]=1.C(=O)([O-])[O-].[Cs+].[Cs+], predict the reaction product. (4) Given the reactants Br[C:2]1[CH:3]=[CH:4][C:5]2[C:14]3[CH2:13][CH2:12][N:11]([C:15]([O:17][C:18]([CH3:21])([CH3:20])[CH3:19])=[O:16])[CH2:10][CH2:9][C:8]=3[N:7]([CH3:22])[C:6]=2[N:23]=1.[F:24][C:25]1[CH:26]=[CH:27][C:28]([CH2:31][O:32][C:33]2[CH:38]=[N:37][NH:36][C:35](=[O:39])[CH:34]=2)=[N:29][CH:30]=1.C([O-])([O-])=O.[Cs+].[Cs+].OC1C=CC=C2C=1N=CC=C2, predict the reaction product. The product is: [F:24][C:25]1[CH:26]=[CH:27][C:28]([CH2:31][O:32][C:33]2[CH:38]=[N:37][N:36]([C:2]3[CH:3]=[CH:4][C:5]4[C:14]5[CH2:13][CH2:12][N:11]([C:15]([O:17][C:18]([CH3:21])([CH3:20])[CH3:19])=[O:16])[CH2:10][CH2:9][C:8]=5[N:7]([CH3:22])[C:6]=4[N:23]=3)[C:35](=[O:39])[CH:34]=2)=[N:29][CH:30]=1. (5) Given the reactants [O:1]1[CH2:4][CH:3]([S:5](Cl)(=[O:7])=[O:6])[CH2:2]1.C(N(CC)CC)C.[C:16]([O:20][C:21](=[O:47])[N:22]([C:36]1[CH:41]=[CH:40][N:39]=[C:38]([C:42]2[CH:43]=[N:44][NH:45][CH:46]=2)[N:37]=1)[C:23]1[N:28]=[CH:27][C:26]2[N:29]=[C:30]([CH3:35])[N:31]([CH:32]([CH3:34])[CH3:33])[C:25]=2[CH:24]=1)([CH3:19])([CH3:18])[CH3:17], predict the reaction product. The product is: [CH:32]([N:31]1[C:25]2[CH:24]=[C:23]([N:22]([C:36]3[CH:41]=[CH:40][N:39]=[C:38]([C:42]4[CH:43]=[N:44][N:45]([S:5]([CH:3]5[CH2:4][O:1][CH2:2]5)(=[O:7])=[O:6])[CH:46]=4)[N:37]=3)[C:21](=[O:47])[O:20][C:16]([CH3:18])([CH3:19])[CH3:17])[N:28]=[CH:27][C:26]=2[N:29]=[C:30]1[CH3:35])([CH3:34])[CH3:33]. (6) Given the reactants [NH2:1][CH:2]1[C:10]2[C:9]([CH3:11])=[N:8][C:7]([N:12]([CH2:22][CH3:23])[C:13]3[C:18]([CH3:19])=[CH:17][C:16]([CH3:20])=[CH:15][C:14]=3[CH3:21])=[N:6][C:5]=2[N:4]([CH:24]([CH2:27][CH3:28])[CH2:25][CH3:26])[C:3]1=[O:29].[N:30]([CH:33]([CH3:35])[CH3:34])=[C:31]=[O:32].CN(CCCN)C.O, predict the reaction product. The product is: [CH2:25]([CH:24]([N:4]1[C:5]2[N:6]=[C:7]([N:12]([CH2:22][CH3:23])[C:13]3[C:18]([CH3:19])=[CH:17][C:16]([CH3:20])=[CH:15][C:14]=3[CH3:21])[N:8]=[C:9]([CH3:11])[C:10]=2[CH:2]([NH:1][C:31]([NH:30][CH:33]([CH3:35])[CH3:34])=[O:32])[C:3]1=[O:29])[CH2:27][CH3:28])[CH3:26].